The task is: Predict the product of the given reaction.. This data is from Forward reaction prediction with 1.9M reactions from USPTO patents (1976-2016). (1) The product is: [Cl:11][C:12]1[C:17]([CH2:18][OH:19])=[C:16]([S:20][C:21]2[S:22][CH:23]=[CH:24][N:25]=2)[CH:15]=[CH:14][N:13]=1. Given the reactants ClC1C=NC=C(Cl)C=1CO.[Cl:11][C:12]1[C:17]([CH:18]=[O:19])=[C:16]([S:20][C:21]2[S:22][CH:23]=[CH:24][N:25]=2)[CH:15]=[CH:14][N:13]=1, predict the reaction product. (2) Given the reactants Br[C:2]1[CH:20]=[CH:19][C:5]([CH2:6][CH:7]2[CH2:11][CH2:10][N:9]([CH:12]3[CH2:17][CH2:16][CH2:15][CH2:14][CH2:13]3)[C:8]2=[O:18])=[C:4]([Cl:21])[CH:3]=1.C1(P(C2CCCCC2)C2C=CC=CC=2C2C(C(C)C)=CC(C(C)C)=CC=2C(C)C)CCCCC1.CC(C)([O-])C.[K+].[CH3:62][NH:63][CH2:64][C:65]1[CH:70]=[CH:69][CH:68]=[CH:67][CH:66]=1.[Cl-].[NH4+], predict the reaction product. The product is: [CH2:64]([N:63]([CH3:62])[C:2]1[CH:20]=[CH:19][C:5]([CH2:6][CH:7]2[CH2:11][CH2:10][N:9]([CH:12]3[CH2:17][CH2:16][CH2:15][CH2:14][CH2:13]3)[C:8]2=[O:18])=[C:4]([Cl:21])[CH:3]=1)[C:65]1[CH:70]=[CH:69][CH:68]=[CH:67][CH:66]=1. (3) Given the reactants [F:1][C:2]1[CH:11]=[C:10]([C:12](=O)[CH3:13])[C:9]([N:15]2[CH2:19][CH2:18][C@@H:17]([OH:20])[CH2:16]2)=[C:8]2[C:3]=1[CH:4]=[CH:5][CH:6]=[N:7]2.C([O-])(=O)C.[NH4+].C([BH3-])#[N:27].[Na+], predict the reaction product. The product is: [NH2:27][CH:12]([C:10]1[C:9]([N:15]2[CH2:19][CH2:18][C@@H:17]([OH:20])[CH2:16]2)=[C:8]2[C:3]([CH:4]=[CH:5][CH:6]=[N:7]2)=[C:2]([F:1])[CH:11]=1)[CH3:13]. (4) Given the reactants [Br:1][C:2]1[C:3]([F:12])=[C:4]2[C:10]([NH2:11])=[CH:9][NH:8][C:5]2=[N:6][CH:7]=1.[CH3:13][C:14]1[CH:15]=[C:16]([CH:20]=[CH:21][CH:22]=1)[C:17](O)=[O:18].C1N(P(Cl)(N2C(=O)OCC2)=O)C(=O)OC1.C(N(CC)CC)C.[Li+].[OH-], predict the reaction product. The product is: [Br:1][C:2]1[C:3]([F:12])=[C:4]2[C:10]([NH:11][C:17](=[O:18])[C:16]3[CH:20]=[CH:21][CH:22]=[C:14]([CH3:13])[CH:15]=3)=[CH:9][NH:8][C:5]2=[N:6][CH:7]=1.